This data is from Peptide-MHC class I binding affinity with 185,985 pairs from IEDB/IMGT. The task is: Regression. Given a peptide amino acid sequence and an MHC pseudo amino acid sequence, predict their binding affinity value. This is MHC class I binding data. (1) The peptide sequence is KLADYLLLQ. The MHC is HLA-B51:01 with pseudo-sequence HLA-B51:01. The binding affinity (normalized) is 0.0847. (2) The peptide sequence is LATAIAGAW. The MHC is HLA-B53:01 with pseudo-sequence HLA-B53:01. The binding affinity (normalized) is 0.723. (3) The peptide sequence is MPVDHPLSL. The MHC is HLA-B07:02 with pseudo-sequence HLA-B07:02. The binding affinity (normalized) is 0.738. (4) The peptide sequence is TTKPFWFQL. The MHC is HLA-B57:01 with pseudo-sequence HLA-B57:01. The binding affinity (normalized) is 0.537. (5) The peptide sequence is LRARGETY. The MHC is Mamu-B17 with pseudo-sequence Mamu-B17. The binding affinity (normalized) is 0.342.